Dataset: Reaction yield outcomes from USPTO patents with 853,638 reactions. Task: Predict the reaction yield, written as a fraction of the theoretical maximum amount of product (1.0 means a 100% yield; for example, 0.34 means a 34% yield). The reactants are [Cl:1]N1C(=O)CCC1=O.[Cl:9][C:10]1[CH:15]=[C:14]([NH:16][CH3:17])[CH:13]=[CH:12][N:11]=1.C([O-])(=O)C.[K+]. The catalyst is CC(O)=O. The product is [Cl:9][C:10]1[CH:15]=[C:14]([NH:16][CH3:17])[C:13]([Cl:1])=[CH:12][N:11]=1. The yield is 0.180.